Dataset: Catalyst prediction with 721,799 reactions and 888 catalyst types from USPTO. Task: Predict which catalyst facilitates the given reaction. (1) Reactant: C(OC([N:8]([C:13]1[CH:18]=[CH:17][C:16]([CH2:19][CH2:20][C:21]([O:23][C@H:24]([C:35]2[CH:40]=[CH:39][C:38]([O:41][CH:42]([F:44])[F:43])=[C:37]([O:45][CH2:46][CH:47]3[CH2:49][CH2:48]3)[CH:36]=2)[CH2:25][C:26]2[C:31]([Cl:32])=[CH:30][N+:29]([O-:33])=[CH:28][C:27]=2[Cl:34])=[O:22])=[CH:15][CH:14]=1)[S:9]([CH3:12])(=[O:11])=[O:10])=O)(C)(C)C.Cl.O1CCOCC1. Product: [Cl:34][C:27]1[CH:28]=[N+:29]([O-:33])[CH:30]=[C:31]([Cl:32])[C:26]=1[CH2:25][C@@H:24]([C:35]1[CH:40]=[CH:39][C:38]([O:41][CH:42]([F:43])[F:44])=[C:37]([O:45][CH2:46][CH:47]2[CH2:48][CH2:49]2)[CH:36]=1)[O:23][C:21](=[O:22])[CH2:20][CH2:19][C:16]1[CH:15]=[CH:14][C:13]([NH:8][S:9]([CH3:12])(=[O:11])=[O:10])=[CH:18][CH:17]=1. The catalyst class is: 2. (2) Reactant: [CH:1]1([CH2:7][NH:8][C:9]2[CH:14]=[CH:13][C:12]([NH:15][C:16](=[O:18])[CH3:17])=[CH:11][C:10]=2[N+:19]([O-])=O)[CH2:6][CH2:5][CH2:4][CH2:3][CH2:2]1. Product: [NH2:19][C:10]1[CH:11]=[C:12]([NH:15][C:16](=[O:18])[CH3:17])[CH:13]=[CH:14][C:9]=1[NH:8][CH2:7][CH:1]1[CH2:6][CH2:5][CH2:4][CH2:3][CH2:2]1. The catalyst class is: 99. (3) Reactant: [OH:1][C:2]1[CH:3]=[CH:4][CH:5]=[C:6]2[C:11]=1[CH:10]=[C:9]([C:12]([O:14][CH3:15])=[O:13])[CH:8]=[CH:7]2.N1C=CC=CC=1.[F:22][C:23]([F:36])([F:35])[S:24](O[S:24]([C:23]([F:36])([F:35])[F:22])(=[O:26])=[O:25])(=[O:26])=[O:25].C(OCC)C. Product: [F:22][C:23]([F:36])([F:35])[S:24]([O:1][C:2]1[CH:3]=[CH:4][CH:5]=[C:6]2[C:11]=1[CH:10]=[C:9]([C:12]([O:14][CH3:15])=[O:13])[CH:8]=[CH:7]2)(=[O:26])=[O:25]. The catalyst class is: 46.